Predict the product of the given reaction. From a dataset of Forward reaction prediction with 1.9M reactions from USPTO patents (1976-2016). Given the reactants Cl[C:2]1[C:3]2[CH:10]([CH3:11])[O:9][CH2:8][C:4]=2[N:5]=[CH:6][N:7]=1.[C:12]([N:19]1[CH2:24][CH2:23][NH:22][CH2:21][CH2:20]1)([O:14][C:15]([CH3:18])([CH3:17])[CH3:16])=[O:13].CN1C(=O)CCC1, predict the reaction product. The product is: [CH3:11][CH:10]1[C:3]2[C:2]([N:22]3[CH2:21][CH2:20][N:19]([C:12]([O:14][C:15]([CH3:18])([CH3:17])[CH3:16])=[O:13])[CH2:24][CH2:23]3)=[N:7][CH:6]=[N:5][C:4]=2[CH2:8][O:9]1.